Task: Regression. Given a target protein amino acid sequence and a drug SMILES string, predict the binding affinity score between them. We predict pIC50 (pIC50 = -log10(IC50 in M); higher means more potent). Dataset: bindingdb_ic50.. Dataset: Drug-target binding data from BindingDB using IC50 measurements (1) The compound is CC(C=NN=C(N)N)=NNC(=N)N. The target protein sequence is MSVYPKALRDEYIMSKTLGSGACGEVKLAFERKTCKKVAIKIISKRKFAIGSAREADPALNVETEIEILKKLNHPCIIKIKNFFDAEDYYIVLELMEGGELFDKVVGNKRLKEATCKLYFYQMLLAVQYLHENGIIHRDLKPENVLLSSQEEDCLIKITDFGHSKILGETSLMRTLCGTPTYLAPEVLVSVGTAGYNRAVDCWSLGVILFICLSGYPPFSEHRTQVSLKDQITSGKYNFIPEVWAEVSEKALDLVKKLLVVDPKARFTTEEALRHPWLQDEDMKRKFQDLLSEENESTALPQVLAQPSTSRKRPREGEAEGAE. The pIC50 is 4.7. (2) The compound is CCCc1cc(C(=O)N[C@H](Cc2ccc(-c3cccc(OC(F)(F)F)c3)nc2)C(=O)NCCN(C)C)sc1C. The target protein (Q9BW19) has sequence MDPQRSPLLEVKGNIELKRPLIKAPSQLPLSGSRLKRRPDQMEDGLEPEKKRTRGLGATTKITTSHPRVPSLTTVPQTQGQTTAQKVSKKTGPRCSTAIATGLKNQKPVPAVPVQKSGTSGVPPMAGGKKPSKRPAWDLKGQLCDLNAELKRCRERTQTLDQENQQLQDQLRDAQQQVKALGTERTTLEGHLAKVQAQAEQGQQELKNLRACVLELEERLSTQEGLVQELQKKQVELQEERRGLMSQLEEKERRLQTSEAALSSSQAEVASLRQETVAQAALLTEREERLHGLEMERRRLHNQLQELKGNIRVFCRVRPVLPGEPTPPPGLLLFPSGPGGPSDPPTRLSLSRSDERRGTLSGAPAPPTRHDFSFDRVFPPGSGQDEVFEEIAMLVQSALDGYPVCIFAYGQTGSGKTFTMEGGPGGDPQLEGLIPRALRHLFSVAQELSGQGWTYSFVASYVEIYNETVRDLLATGTRKGQGGECEIRRAGPGSEELTVT.... The pIC50 is 6.3.